The task is: Predict the reactants needed to synthesize the given product.. This data is from Full USPTO retrosynthesis dataset with 1.9M reactions from patents (1976-2016). Given the product [C:8]([C:7]1[C:3]2[S:4][CH:5]=[CH:6][C:2]=2[N:23]([C:24]2[CH:32]=[CH:31][C:27]([C:28]([OH:30])=[O:29])=[C:26]([OH:33])[CH:25]=2)[CH:10]=1)#[N:9], predict the reactants needed to synthesize it. The reactants are: Br[C:2]1[CH:6]=[CH:5][S:4][C:3]=1[CH2:7][C:8]#[N:9].[CH:10](OCC)=O.[O-]CC.[Na+].C(O)C.Cl.[NH2:23][C:24]1[CH:32]=[CH:31][C:27]([C:28]([OH:30])=[O:29])=[C:26]([OH:33])[CH:25]=1.P([O-])([O-])([O-])=O.[K+].[K+].[K+].Cl.